From a dataset of Full USPTO retrosynthesis dataset with 1.9M reactions from patents (1976-2016). Predict the reactants needed to synthesize the given product. (1) Given the product [Br:1][C:2]1[CH:11]=[C:10]2[C:5]([C:6]([NH:23][CH2:24][C:25]3([OH:30])[CH2:29][CH2:28][CH2:27][CH2:26]3)=[C:7]([N+:12]([O-:14])=[O:13])[CH:8]=[N:9]2)=[N:4][CH:3]=1, predict the reactants needed to synthesize it. The reactants are: [Br:1][C:2]1[CH:11]=[C:10]2[C:5]([C:6](Cl)=[C:7]([N+:12]([O-:14])=[O:13])[CH:8]=[N:9]2)=[N:4][CH:3]=1.C(N(CC)CC)C.[NH2:23][CH2:24][C:25]1([OH:30])[CH2:29][CH2:28][CH2:27][CH2:26]1. (2) Given the product [Br:1][C:2]1[CH:3]=[CH:4][C:5]([O:38][CH3:39])=[C:6]([C:8]([C:9]2[C:10]([F:29])=[N:11][C:12]([F:28])=[C:13]([Sn:15]([CH2:16][CH2:17][CH2:18][CH3:19])([CH2:20][CH2:21][CH2:22][CH3:23])[CH2:24][CH2:25][CH2:26][CH3:27])[CH:14]=2)=[O:30])[CH:7]=1, predict the reactants needed to synthesize it. The reactants are: [Br:1][C:2]1[CH:3]=[CH:4][C:5]([O:38][CH3:39])=[C:6]([CH:8]([O:30][Si](C(C)(C)C)(C)C)[C:9]2[C:10]([F:29])=[N:11][C:12]([F:28])=[C:13]([Sn:15]([CH2:24][CH2:25][CH2:26][CH3:27])([CH2:20][CH2:21][CH2:22][CH3:23])[CH2:16][CH2:17][CH2:18][CH3:19])[CH:14]=2)[CH:7]=1.[F-].C([N+](CCCC)(CCCC)CCCC)CCC.C(OCC)C.[Cl-].[NH4+].